From a dataset of Catalyst prediction with 721,799 reactions and 888 catalyst types from USPTO. Predict which catalyst facilitates the given reaction. (1) Reactant: [CH2:1]([C:5]1[N:10]([CH2:11][C:12]2[CH:17]=[CH:16][C:15]([C:18]3[CH:23]=[CH:22][CH:21]=[CH:20][C:19]=3[C:24]3[NH:28][C:27](=[O:29])[O:26][N:25]=3)=[CH:14][CH:13]=2)[C:9](=[O:30])[C:8]([CH:31]([OH:38])[C:32]2[CH:37]=[CH:36][CH:35]=[CH:34][CH:33]=2)=[C:7]([CH3:39])[N:6]=1)[CH2:2][CH2:3][CH3:4].CC(OI1(OC(C)=O)(OC(C)=O)OC(=O)C2C1=CC=CC=2)=O.C(OCC)(=O)C.S([O-])([O-])(=O)=S.[Na+].[Na+]. Product: [C:31]([C:8]1[C:9](=[O:30])[N:10]([CH2:11][C:12]2[CH:17]=[CH:16][C:15]([C:18]3[CH:23]=[CH:22][CH:21]=[CH:20][C:19]=3[C:24]3[NH:28][C:27](=[O:29])[O:26][N:25]=3)=[CH:14][CH:13]=2)[C:5]([CH2:1][CH2:2][CH2:3][CH3:4])=[N:6][C:7]=1[CH3:39])(=[O:38])[C:32]1[CH:37]=[CH:36][CH:35]=[CH:34][CH:33]=1. The catalyst class is: 46. (2) Reactant: [CH:1]1([C:5](Cl)=[O:6])[CH2:4][CH2:3][CH2:2]1.C(N(CC)CC)C.[NH2:15][C@H:16]1[CH2:20][CH2:19][N:18]([C:21]([O:23][C:24]([CH3:27])([CH3:26])[CH3:25])=[O:22])[CH2:17]1. Product: [CH:1]1([C:5]([NH:15][C@H:16]2[CH2:20][CH2:19][N:18]([C:21]([O:23][C:24]([CH3:27])([CH3:26])[CH3:25])=[O:22])[CH2:17]2)=[O:6])[CH2:4][CH2:3][CH2:2]1. The catalyst class is: 4. (3) Reactant: C(OC(=O)[NH:7][CH2:8][C:9]1[O:10][C:11]([C:14]2[CH:19]=[CH:18][C:17]([C@@H:20]([OH:30])[C@H:21]([NH:24][C:25](=[O:29])[CH:26]([Cl:28])[Cl:27])[CH2:22][F:23])=[CH:16][CH:15]=2)=[CH:12][N:13]=1)(C)(C)C.FC(F)(F)C(O)=O. Product: [NH2:7][CH2:8][C:9]1[O:10][C:11]([C:14]2[CH:19]=[CH:18][C:17]([C@@H:20]([OH:30])[C@H:21]([NH:24][C:25](=[O:29])[CH:26]([Cl:27])[Cl:28])[CH2:22][F:23])=[CH:16][CH:15]=2)=[CH:12][N:13]=1. The catalyst class is: 2. (4) Reactant: [NH2:1][C:2]1[C:7]([C:8]([NH2:10])=[O:9])=[C:6]([O:11][CH3:12])[C:5]([CH2:13][N:14]2[CH2:19][CH2:18][O:17][CH2:16][CH2:15]2)=[C:4]([O:20][CH3:21])[CH:3]=1.[OH:22][CH2:23][CH2:24][O:25][C:26]1[C:33]([CH3:34])=[CH:32][C:29]([CH:30]=O)=[CH:28][C:27]=1[CH3:35].S(=O)(O)[O-].[Na+].C1(C)C=CC(S(O)(=O)=O)=CC=1. Product: [OH:22][CH2:23][CH2:24][O:25][C:26]1[C:33]([CH3:34])=[CH:32][C:29]([C:30]2[NH:10][C:8](=[O:9])[C:7]3[C:2](=[CH:3][C:4]([O:20][CH3:21])=[C:5]([CH2:13][N:14]4[CH2:19][CH2:18][O:17][CH2:16][CH2:15]4)[C:6]=3[O:11][CH3:12])[N:1]=2)=[CH:28][C:27]=1[CH3:35]. The catalyst class is: 44. (5) Reactant: [OH-].[K+].[CH:3]1([C:6]2[C:16]([CH2:17][C:18]3[N:23]=[C:22]([C:24]([O:26]C)=[O:25])[CH:21]=[CH:20][CH:19]=3)=[C:9]3[CH:10]=[CH:11][C:12]([O:14][CH3:15])=[CH:13][N:8]3[N:7]=2)[CH2:5][CH2:4]1.Cl. Product: [CH:3]1([C:6]2[C:16]([CH2:17][C:18]3[N:23]=[C:22]([C:24]([OH:26])=[O:25])[CH:21]=[CH:20][CH:19]=3)=[C:9]3[CH:10]=[CH:11][C:12]([O:14][CH3:15])=[CH:13][N:8]3[N:7]=2)[CH2:5][CH2:4]1. The catalyst class is: 5. (6) Reactant: CO.[OH-].[Na+:4].[CH:5]1[C:14]2[C:9](=[CH:10][CH:11]=[CH:12][CH:13]=2)[C:8]([C:15]2[CH:23]=[CH:22][C:18]([C:19]([OH:21])=[O:20])=[C:17]([NH:24][C:25]([C:27]3[CH:28]=[N:29][CH:30]=[C:31]([C:33]4[CH:38]=[CH:37][CH:36]=[CH:35][CH:34]=4)[CH:32]=3)=[O:26])[CH:16]=2)=[CH:7][N:6]=1. Product: [CH:5]1[C:14]2[C:9](=[CH:10][CH:11]=[CH:12][CH:13]=2)[C:8]([C:15]2[CH:23]=[CH:22][C:18]([C:19]([O-:21])=[O:20])=[C:17]([NH:24][C:25]([C:27]3[CH:28]=[N:29][CH:30]=[C:31]([C:33]4[CH:34]=[CH:35][CH:36]=[CH:37][CH:38]=4)[CH:32]=3)=[O:26])[CH:16]=2)=[CH:7][N:6]=1.[Na+:4]. The catalyst class is: 12. (7) Reactant: [S:1]1[CH:5]=[CH:4][C:3]2[CH2:6][C:7]3[CH:11]=[CH:10][S:9][C:8]=3[C:2]1=2.[OH-].[K+].[I-].[Na+].[CH2:16]([CH:18]([CH2:21][CH2:22][CH2:23][CH3:24])[CH2:19]Br)[CH3:17]. Product: [CH2:16]([CH:18]([CH2:21][CH2:22][CH2:23][CH3:24])[CH2:19][C:6]1([CH2:6][CH:3]([CH2:4][CH3:5])[CH2:2][CH2:8][CH2:7][CH3:11])[C:7]2[CH:11]=[CH:10][S:9][C:8]=2[C:2]2[S:1][CH:5]=[CH:4][C:3]1=2)[CH3:17]. The catalyst class is: 58.